This data is from Catalyst prediction with 721,799 reactions and 888 catalyst types from USPTO. The task is: Predict which catalyst facilitates the given reaction. Reactant: Cl[C:2]1[N:7]([CH2:8][CH:9]2[CH2:11][CH2:10]2)[C:6](=[O:12])[NH:5][C:4](=[O:13])[CH:3]=1.[NH2:14][NH2:15]. Product: [CH:9]1([CH2:8][N:7]2[C:2]([NH:14][NH2:15])=[CH:3][C:4](=[O:13])[NH:5][C:6]2=[O:12])[CH2:11][CH2:10]1. The catalyst class is: 8.